From a dataset of Acute oral toxicity (LD50) regression data from Zhu et al.. Regression/Classification. Given a drug SMILES string, predict its toxicity properties. Task type varies by dataset: regression for continuous values (e.g., LD50, hERG inhibition percentage) or binary classification for toxic/non-toxic outcomes (e.g., AMES mutagenicity, cardiotoxicity, hepatotoxicity). Dataset: ld50_zhu. (1) The drug is CC1(C)CCCO1. The rat oral LD50 is 1.40, given as -log10 of the dose in mol/kg body weight (higher means more acutely toxic). (2) The molecule is C=COCCOCCOC=C. The rat oral LD50 is 1.63, given as -log10 of the dose in mol/kg body weight (higher means more acutely toxic).